From a dataset of Catalyst prediction with 721,799 reactions and 888 catalyst types from USPTO. Predict which catalyst facilitates the given reaction. (1) Reactant: C(OC([NH:8][C@@H:9]1[CH2:21][C:20]2[C:19]3[C:14](=[CH:15][CH:16]=[C:17]([F:22])[CH:18]=3)[N:13]([CH2:23][C:24]([O:26][CH2:27][CH3:28])=[O:25])[C:12]=2[CH2:11][CH2:10]1)=O)(C)(C)C.[ClH:29].O1CCOCC1. Product: [ClH:29].[NH2:8][C@@H:9]1[CH2:21][C:20]2[C:19]3[C:14](=[CH:15][CH:16]=[C:17]([F:22])[CH:18]=3)[N:13]([CH2:23][C:24]([O:26][CH2:27][CH3:28])=[O:25])[C:12]=2[CH2:11][CH2:10]1. The catalyst class is: 2. (2) Reactant: [F:1][CH:2]([F:37])[O:3][C:4]1[CH:9]=[CH:8][C:7]([N:10]2[CH:14]=[CH:13][C:12]([C:15]([NH:17][C:18]3[CH:23]=[CH:22][C:21]([C@@H:24]4[O:29][CH2:28][CH2:27][N:26](C(OC(C)(C)C)=O)[CH2:25]4)=[CH:20][CH:19]=3)=[O:16])=[N:11]2)=[CH:6][CH:5]=1.[ClH:38].CCOCC. Product: [ClH:38].[F:37][CH:2]([F:1])[O:3][C:4]1[CH:9]=[CH:8][C:7]([N:10]2[CH:14]=[CH:13][C:12]([C:15]([NH:17][C:18]3[CH:23]=[CH:22][C:21]([C@@H:24]4[O:29][CH2:28][CH2:27][NH:26][CH2:25]4)=[CH:20][CH:19]=3)=[O:16])=[N:11]2)=[CH:6][CH:5]=1. The catalyst class is: 12. (3) Reactant: [Cl:1][C:2]1[C:3]([NH:20][CH:21]2[CH2:35][CH:24]3[CH2:25][N:26](C(OC(C)(C)C)=O)[CH2:27][CH:23]3[CH2:22]2)=[N:4][C:5]([NH:8][C:9]2[CH:10]=[CH:11][C:12]3[C:16]([CH:17]=2)=[N:15][N:14]([CH3:18])[C:13]=3[CH3:19])=[N:6][CH:7]=1.Cl.CCOC(C)=O. Product: [Cl:1][C:2]1[C:3]([NH:20][CH:21]2[CH2:22][CH:23]3[CH2:27][NH:26][CH2:25][CH:24]3[CH2:35]2)=[N:4][C:5]([NH:8][C:9]2[CH:10]=[CH:11][C:12]3[C:16]([CH:17]=2)=[N:15][N:14]([CH3:18])[C:13]=3[CH3:19])=[N:6][CH:7]=1. The catalyst class is: 2. (4) Reactant: C(=O)([O-])[O-].[K+].[K+].[SH:7][C:8]1[CH:13]=[CH:12][C:11]([CH2:14][OH:15])=[CH:10][CH:9]=1.Cl.Cl[CH2:18][CH2:19][N:20]1[CH2:25][CH2:24][O:23][CH2:22][CH2:21]1. Product: [O:23]1[CH2:24][CH2:25][N:20]([CH2:19][CH2:18][S:7][C:8]2[CH:13]=[CH:12][C:11]([CH2:14][OH:15])=[CH:10][CH:9]=2)[CH2:21][CH2:22]1. The catalyst class is: 31. (5) Reactant: [Cl:1][C:2]1[CH:7]=[CH:6][CH:5]=[C:4]([Cl:8])[C:3]=1[NH:9][C:10]([N:12]1[CH2:19][C:18]2[C:14](=[N:15][NH:16][C:17]=2[NH:20][C:21](=[O:31])[C:22]2[CH:30]=[CH:29][C:25]([C:26]([OH:28])=O)=[CH:24][CH:23]=2)[C:13]1([CH3:33])[CH3:32])=[O:11].[CH3:34][N:35]1[CH2:40][CH2:39][CH:38]([NH2:41])[CH2:37][CH2:36]1.F[B-](F)(F)F.N1(OC(N(C)C)=[N+](C)C)C2C=CC=CC=2N=N1. Product: [Cl:1][C:2]1[CH:7]=[CH:6][CH:5]=[C:4]([Cl:8])[C:3]=1[NH:9][C:10]([N:12]1[CH2:19][C:18]2[C:17]([NH:20][C:21](=[O:31])[C:22]3[CH:23]=[CH:24][C:25]([C:26]([NH:41][CH:38]4[CH2:39][CH2:40][N:35]([CH3:34])[CH2:36][CH2:37]4)=[O:28])=[CH:29][CH:30]=3)=[N:16][NH:15][C:14]=2[C:13]1([CH3:32])[CH3:33])=[O:11]. The catalyst class is: 2. (6) Reactant: [F:1][C:2]1[C:7]2[N:8]=[CH:9][O:10][C:6]=2[CH:5]=[C:4]([C:11]([OH:13])=O)[C:3]=1[NH:14][C:15]1[CH:20]=[CH:19][C:18]([I:21])=[CH:17][C:16]=1[F:22].C1C=CC2N(O)N=NC=2C=1.CCN=C=NCCCN(C)C.[CH:44]([O:46][CH2:47][CH2:48][O:49][NH2:50])=[CH2:45].[NH4+].[Cl-]. Product: [F:1][C:2]1[C:7]2[N:8]=[CH:9][O:10][C:6]=2[CH:5]=[C:4]([C:11]([NH:50][O:49][CH2:48][CH2:47][O:46][CH:44]=[CH2:45])=[O:13])[C:3]=1[NH:14][C:15]1[CH:20]=[CH:19][C:18]([I:21])=[CH:17][C:16]=1[F:22]. The catalyst class is: 2. (7) The catalyst class is: 4. Product: [CH2:1]([O:8][C:9]1[C:14]([CH2:15][NH:16][CH2:17][CH2:18][O:19][C:20]2[C:30]([Br:31])=[CH:29][C:28]([O:32][S:33]([CH3:36])(=[O:34])=[O:35])=[C:27]([CH3:37])[C:21]=2[C:22]([O:24][CH2:25][CH3:26])=[O:23])=[C:13]([CH3:45])[CH:12]=[C:11]([CH3:46])[N:10]=1)[C:2]1[CH:3]=[CH:4][CH:5]=[CH:6][CH:7]=1. Reactant: [CH2:1]([O:8][C:9]1[C:14]([CH2:15][N:16](C(OC(C)(C)C)=O)[CH2:17][CH2:18][O:19][C:20]2[C:30]([Br:31])=[CH:29][C:28]([O:32][S:33]([CH3:36])(=[O:35])=[O:34])=[C:27]([CH3:37])[C:21]=2[C:22]([O:24][CH2:25][CH3:26])=[O:23])=[C:13]([CH3:45])[CH:12]=[C:11]([CH3:46])[N:10]=1)[C:2]1[CH:7]=[CH:6][CH:5]=[CH:4][CH:3]=1.P(=O)(O)(O)O. (8) Reactant: [F:1][C:2]([F:29])([F:28])[C:3]1[CH:23]=[C:22]([C:24]([F:27])([F:26])[F:25])[CH:21]=[CH:20][C:4]=1[CH2:5][O:6][C:7]1[CH:14]=[CH:13][C:10]([CH:11]=O)=[CH:9][C:8]=1[O:15][CH2:16][CH:17]([CH3:19])[CH3:18].[CH3:30][NH:31][C:32]1[CH2:36][S:35][C:34](=[O:37])[N:33]=1.CC(C)([O-])C.[K+]. Product: [F:1][C:2]([F:28])([F:29])[C:3]1[CH:23]=[C:22]([C:24]([F:27])([F:26])[F:25])[CH:21]=[CH:20][C:4]=1[CH2:5][O:6][C:7]1[CH:14]=[CH:13][C:10](/[CH:11]=[C:36]2/[C:32]([NH:31][CH3:30])=[N:33][C:34](=[O:37])[S:35]/2)=[CH:9][C:8]=1[O:15][CH2:16][CH:17]([CH3:19])[CH3:18]. The catalyst class is: 8. (9) Reactant: [N:1]1[C:8]([Cl:9])=[N:7][C:5](Cl)=[N:4][C:2]=1[Cl:3].CCN(C(C)C)C(C)C.[OH:19][CH2:20][C@H:21]1[CH2:23][C@H:22]1[C:24]#[N:25].CCOC(C)=O. Product: [Cl:9][C:8]1[N:1]=[C:2]([Cl:3])[N:4]=[C:5]([O:19][CH2:20][C@H:21]2[CH2:23][C@H:22]2[C:24]#[N:25])[N:7]=1. The catalyst class is: 1. (10) Reactant: [Br:1]Br.C1(P(C2C=CC=CC=2)C2C=CC=CC=2)C=CC=CC=1.[CH3:22][O:23][CH2:24][C:25]1[CH:26]=[C:27]([C:31]2[O:35][CH:34]=[N:33][C:32]=2[CH2:36]O)[CH:28]=[CH:29][CH:30]=1. Product: [Br:1][CH2:36][C:32]1[N:33]=[CH:34][O:35][C:31]=1[C:27]1[CH:28]=[CH:29][CH:30]=[C:25]([CH2:24][O:23][CH3:22])[CH:26]=1. The catalyst class is: 2.